Dataset: Full USPTO retrosynthesis dataset with 1.9M reactions from patents (1976-2016). Task: Predict the reactants needed to synthesize the given product. (1) Given the product [C:1]1([C:7]2[N:12]=[C:11]3[NH:13][CH:14]=[C:15]([CH:16]=[O:18])[C:10]3=[CH:9][CH:8]=2)[CH:2]=[CH:3][CH:4]=[CH:5][CH:6]=1, predict the reactants needed to synthesize it. The reactants are: [C:1]1([C:7]2[N:12]=[C:11]3[NH:13][CH:14]=[CH:15][C:10]3=[CH:9][CH:8]=2)[CH:6]=[CH:5][CH:4]=[CH:3][CH:2]=1.[C:16](O)(=[O:18])C.C1N2CN3CN(C2)CN1C3.C(=O)([O-])O.[Na+]. (2) Given the product [Br:1][C:2]1[N:10]([CH2:29][C:26]2[CH:27]=[CH:28][C:23]([O:22][CH3:21])=[CH:24][CH:25]=2)[C:9]2[C:8](=[O:11])[N:7]3[C:12]([CH3:15])=[N:13][N:14]=[C:6]3[N:5]([CH2:16][CH2:17][CH2:18][CH2:19][CH3:20])[C:4]=2[N:3]=1, predict the reactants needed to synthesize it. The reactants are: [Br:1][C:2]1[NH:10][C:9]2[C:8](=[O:11])[N:7]3[C:12]([CH3:15])=[N:13][N:14]=[C:6]3[N:5]([CH2:16][CH2:17][CH2:18][CH2:19][CH3:20])[C:4]=2[N:3]=1.[CH3:21][O:22][C:23]1[CH:28]=[CH:27][C:26]([CH2:29]Br)=[CH:25][CH:24]=1.C(=O)([O-])[O-].[K+].[K+].